Dataset: Forward reaction prediction with 1.9M reactions from USPTO patents (1976-2016). Task: Predict the product of the given reaction. (1) Given the reactants [Cl:1][C:2]1[CH:3]=[C:4]([NH:9][C:10]([C:12]2[C:16]([CH:17]=O)=[N:15][O:14][N:13]=2)=[O:11])[CH:5]=[CH:6][C:7]=1[F:8].[NH2:19][C:20]1[NH:24][N:23]=[N:22][N:21]=1.S([O-])([O-])(=O)=O.[Na+].[Na+].[BH4-].[Na+].[BH4-].[Li+], predict the reaction product. The product is: [Cl:1][C:2]1[CH:3]=[C:4]([NH:9][C:10]([C:12]2[C:16]([CH2:17][NH:19][C:20]3[NH:24][N:23]=[N:22][N:21]=3)=[N:15][O:14][N:13]=2)=[O:11])[CH:5]=[CH:6][C:7]=1[F:8]. (2) Given the reactants [F:1][C:2]1[CH:3]=[C:4]([CH:21]=[C:22]([F:35])[C:23]=1[O:24][Si:25]([CH:32]([CH3:34])[CH3:33])([CH:29]([CH3:31])[CH3:30])[CH:26]([CH3:28])[CH3:27])[CH2:5][CH:6]([CH2:19][OH:20])[CH2:7][CH2:8][C:9]1[CH:18]=[CH:17][C:12]([C:13]([O:15][CH3:16])=[O:14])=[CH:11][CH:10]=1.[Cr](Cl)([O-])(=O)=O.[NH+]1C=CC=CC=1, predict the reaction product. The product is: [F:1][C:2]1[CH:3]=[C:4]([CH:21]=[C:22]([F:35])[C:23]=1[O:24][Si:25]([CH:29]([CH3:31])[CH3:30])([CH:26]([CH3:28])[CH3:27])[CH:32]([CH3:33])[CH3:34])[CH2:5][CH:6]([CH:19]=[O:20])[CH2:7][CH2:8][C:9]1[CH:10]=[CH:11][C:12]([C:13]([O:15][CH3:16])=[O:14])=[CH:17][CH:18]=1. (3) Given the reactants [Cl:1][C:2]1[N:3]=[CH:4][C:5]([CH2:8][N:9]2[C:17]3[C:12](=[CH:13][C:14]([O:18][CH3:19])=[CH:15][CH:16]=3)[C:11]([C:20](=[O:24])[C:21]([OH:23])=O)=[C:10]2[CH3:25])=[N:6][CH:7]=1.C(N(CC)CC)C.[CH3:33][O:34][C:35]1[CH:40]=[C:39]([NH2:41])[CH:38]=[CH:37][N:36]=1.C(P1(=O)OP(CCC)(=O)OP(CCC)(=O)O1)CC, predict the reaction product. The product is: [Cl:1][C:2]1[N:3]=[CH:4][C:5]([CH2:8][N:9]2[C:17]3[C:12](=[CH:13][C:14]([O:18][CH3:19])=[CH:15][CH:16]=3)[C:11]([C:20](=[O:24])[C:21]([NH:41][C:39]3[CH:38]=[CH:37][N:36]=[C:35]([O:34][CH3:33])[CH:40]=3)=[O:23])=[C:10]2[CH3:25])=[N:6][CH:7]=1. (4) Given the reactants [N+:1]([C:4]1[CH:9]=[CH:8][C:7]([CH2:10][CH2:11][C:12](=[S:14])[NH2:13])=[CH:6][CH:5]=1)([O-:3])=[O:2].Br[CH2:16][C:17](=O)[CH2:18][CH3:19], predict the reaction product. The product is: [CH2:18]([C:17]1[N:13]=[C:12]([CH2:11][CH2:10][C:7]2[CH:6]=[CH:5][C:4]([N+:1]([O-:3])=[O:2])=[CH:9][CH:8]=2)[S:14][CH:16]=1)[CH3:19]. (5) The product is: [C:24]([O:28][C:29]([NH:31][C@@H:32]1[CH2:37][CH2:36][CH2:35][N:34]([C:38]2[C:50]([CH2:51][C:52]3[CH:57]=[CH:56][CH:55]=[CH:54][C:53]=3[Cl:58])=[C:41]3[C:42](=[O:49])[NH:43][C:44]([C:46]([O:48][CH3:2])=[O:47])=[CH:45][N:40]3[N:39]=2)[CH2:33]1)=[O:30])([CH3:27])([CH3:25])[CH3:26]. Given the reactants Cl.[CH2:2](N=C=NCCCN(C)C)C.O.ON1C2C=CC=CC=2N=N1.[C:24]([O:28][C:29]([NH:31][C@@H:32]1[CH2:37][CH2:36][CH2:35][N:34]([C:38]2[C:50]([CH2:51][C:52]3[CH:57]=[CH:56][CH:55]=[CH:54][C:53]=3[Cl:58])=[C:41]3[C:42](=[O:49])[NH:43][C:44]([C:46]([OH:48])=[O:47])=[CH:45][N:40]3[N:39]=2)[CH2:33]1)=[O:30])([CH3:27])([CH3:26])[CH3:25].C(=O)([O-])O.[Na+], predict the reaction product. (6) Given the reactants [NH2:1][C:2]1[CH:10]=[CH:9][C:8]([CH3:11])=[CH:7][C:3]=1[C:4]([OH:6])=[O:5].Cl[C:13]([O:15][CH2:16][CH2:17][CH2:18][CH2:19][CH2:20][CH2:21][CH2:22][CH3:23])=O, predict the reaction product. The product is: [CH3:11][C:8]1[CH:9]=[CH:10][C:2]2[N:1]=[C:13]([O:15][CH2:16][CH2:17][CH2:18][CH2:19][CH2:20][CH2:21][CH2:22][CH3:23])[O:5][C:4](=[O:6])[C:3]=2[CH:7]=1. (7) Given the reactants [CH:1]1([N:4]2[CH2:9][CH2:8][N:7]([C:10]3[S:11][C:12]4[CH:18]=[C:17]([C:19]#[N:20])[CH:16]=[CH:15][C:13]=4[N:14]=3)[CH2:6][CH2:5]2)[CH2:3][CH2:2]1.[NH4+].[OH-], predict the reaction product. The product is: [NH2:20][CH2:19][C:17]1[CH:16]=[CH:15][C:13]2[N:14]=[C:10]([N:7]3[CH2:8][CH2:9][N:4]([CH:1]4[CH2:2][CH2:3]4)[CH2:5][CH2:6]3)[S:11][C:12]=2[CH:18]=1.